From a dataset of Full USPTO retrosynthesis dataset with 1.9M reactions from patents (1976-2016). Predict the reactants needed to synthesize the given product. (1) Given the product [Si:13]([O:12][CH2:11][CH:9]1[CH2:10][C:7]([C:44]2[CH:45]=[C:46]3[C:41](=[CH:42][CH:43]=2)[N:40]=[C:39]([C:35]2[CH:36]=[CH:37][CH:38]=[C:33]([Cl:32])[CH:34]=2)[N:48]([CH2:49][C:50]([O:52][CH3:53])=[O:51])[C:47]3=[O:54])=[CH:8]1)([C:26]([CH3:29])([CH3:28])[CH3:27])([C:14]1[CH:19]=[CH:18][CH:17]=[CH:16][CH:15]=1)[C:20]1[CH:25]=[CH:24][CH:23]=[CH:22][CH:21]=1, predict the reactants needed to synthesize it. The reactants are: FC(F)(F)S(O[C:7]1[CH2:10][CH:9]([CH2:11][O:12][Si:13]([C:26]([CH3:29])([CH3:28])[CH3:27])([C:20]2[CH:25]=[CH:24][CH:23]=[CH:22][CH:21]=2)[C:14]2[CH:19]=[CH:18][CH:17]=[CH:16][CH:15]=2)[CH:8]=1)(=O)=O.[Cl:32][C:33]1[CH:34]=[C:35]([C:39]2[N:48]([CH2:49][C:50]([O:52][CH3:53])=[O:51])[C:47](=[O:54])[C:46]3[C:41](=[CH:42][CH:43]=[C:44](B4OC(C)(C)C(C)(C)O4)[CH:45]=3)[N:40]=2)[CH:36]=[CH:37][CH:38]=1.NCC(OCC)=O.C([O-])([O-])=O.[Na+].[Na+]. (2) The reactants are: C[O:2][C:3](=[O:29])[CH2:4][CH2:5][NH:6][C:7](=[O:28])[C:8]1[CH:13]=[CH:12][C:11]([CH:14]([O:20][C:21]2[CH:26]=[CH:25][C:24](Br)=[CH:23][CH:22]=2)[CH2:15][CH2:16][CH2:17][CH2:18][CH3:19])=[CH:10][CH:9]=1.[F:30][C:31]([F:43])([F:42])[O:32][C:33]1[CH:38]=[CH:37][C:36](B(O)O)=[CH:35][CH:34]=1. Given the product [F:30][C:31]([F:43])([F:42])[O:32][C:33]1[CH:38]=[CH:37][C:36]([C:24]2[CH:23]=[CH:22][C:21]([O:20][CH:14]([C:11]3[CH:12]=[CH:13][C:8]([C:7]([NH:6][CH2:5][CH2:4][C:3]([OH:29])=[O:2])=[O:28])=[CH:9][CH:10]=3)[CH2:15][CH2:16][CH2:17][CH2:18][CH3:19])=[CH:26][CH:25]=2)=[CH:35][CH:34]=1, predict the reactants needed to synthesize it. (3) Given the product [Br:1][C:2]1[CH:3]=[CH:4][C:5]2[N:21]=[CH:23][N:8]([CH2:9][C:10]3[CH:20]=[CH:19][C:13]4[N:14]=[C:15]([S:17][CH3:18])[S:16][C:12]=4[CH:11]=3)[C:6]=2[CH:7]=1, predict the reactants needed to synthesize it. The reactants are: [Br:1][C:2]1[CH:7]=[C:6]([NH:8][CH2:9][C:10]2[CH:20]=[CH:19][C:13]3[N:14]=[C:15]([S:17][CH3:18])[S:16][C:12]=3[CH:11]=2)[C:5]([NH2:21])=[CH:4][CH:3]=1.Br[C:23]1C=C(N)C(NCC2C=CC3N=C(SC)SC=3C=2)=CC=1OC. (4) Given the product [ClH:1].[C:12]([C:16]1[CH:21]=[CH:20][C:19]([C:2]2[CH:3]=[C:4]([CH:9]=[CH:10][N:11]=2)[C:5]([O:7][CH3:8])=[O:6])=[CH:18][CH:17]=1)([CH3:15])([CH3:14])[CH3:13], predict the reactants needed to synthesize it. The reactants are: [Cl:1][C:2]1[CH:3]=[C:4]([CH:9]=[CH:10][N:11]=1)[C:5]([O:7][CH3:8])=[O:6].[C:12]([C:16]1[CH:21]=[CH:20][C:19](B(O)O)=[CH:18][CH:17]=1)([CH3:15])([CH3:14])[CH3:13].C(=O)([O-])[O-].[K+].[K+].Cl. (5) Given the product [CH2:37]([O:36][C:33](=[O:35])[CH2:34][CH2:16][CH2:15][CH2:14][N:13]([CH2:23][CH2:24][C:25]1[CH:30]=[CH:29][CH:28]=[CH:27][C:26]=1[OH:31])[CH:9]1[CH2:8][CH2:7][CH2:6][C:5]2[N:4]=[C:3]([C:33]([O:36][CH2:37][CH3:38])=[O:35])[CH:12]=[CH:11][C:10]1=2)[CH3:38], predict the reactants needed to synthesize it. The reactants are: C([C:3]1[CH:12]=[CH:11][C:10]2[CH:9]([N:13]([CH2:23][CH2:24][C:25]3[CH:30]=[CH:29][CH:28]=[CH:27][C:26]=3[O:31]C)[CH2:14][CH2:15][CH2:16]CC(OCC)=O)[CH2:8][CH2:7][CH2:6][C:5]=2[N:4]=1)#N.[C:33]([O:36][CH2:37][CH3:38])(=[O:35])[CH3:34].